Dataset: Forward reaction prediction with 1.9M reactions from USPTO patents (1976-2016). Task: Predict the product of the given reaction. (1) Given the reactants [F:1][C@H:2]([C:12]1[CH:17]=[CH:16][CH:15]=[CH:14][CH:13]=1)[C@H:3]([N:5]1C(C)=CC=C1C)[CH3:4].Cl.NO.[OH-].[K+].Cl, predict the reaction product. The product is: [F:1][C@H:2]([C:12]1[CH:17]=[CH:16][CH:15]=[CH:14][CH:13]=1)[C@H:3]([NH2:5])[CH3:4]. (2) Given the reactants [CH3:1][CH2:2][CH2:3][CH2:4][CH2:5][CH2:6][CH2:7][CH2:8][CH2:9][CH2:10][CH2:11][CH2:12][CH2:13][N+:14]([CH2:17][C:18]1[CH:19]=[CH:20][CH:21]=[CH:22][CH:23]=1)([CH3:16])[CH3:15].[C:24]([OH:32])(=[O:31])[C:25]1[CH:30]=[CH:29][CH:28]=[CH:27][CH:26]=1.[OH2:33], predict the reaction product. The product is: [CH3:1][CH2:2][CH2:3][CH2:4][CH2:5][CH2:6][CH2:7][CH2:8][CH2:9][CH2:10][CH2:11][CH2:12][CH2:13][N+:14]([CH2:17][C:18]1[CH:19]=[CH:20][CH:21]=[CH:22][CH:23]=1)([CH3:16])[CH3:15].[C:24]([O-:32])(=[O:31])[C:25]1[C:30](=[CH:29][CH:28]=[CH:27][CH:26]=1)[OH:33].